Predict the reactants needed to synthesize the given product. From a dataset of Full USPTO retrosynthesis dataset with 1.9M reactions from patents (1976-2016). (1) Given the product [CH3:31][C:3]1[CH:4]=[CH:5][N:1]([C:6]2[CH:11]=[C:10]([C:12]3[N:16]4[CH:17]=[C:18]([NH:21][CH:22]5[CH2:27][CH2:26][CH:25]([OH:28])[CH2:24][CH2:23]5)[CH:19]=[CH:20][C:15]4=[N:14][CH:13]=3)[CH:9]=[CH:8][N:7]=2)[N:2]=1, predict the reactants needed to synthesize it. The reactants are: [N:1]1([C:6]2[CH:11]=[C:10]([C:12]3[N:16]4[CH:17]=[C:18]([NH:21][CH:22]5[CH2:27][CH2:26][CH:25]([OH:28])[CH2:24][CH2:23]5)[CH:19]=[CH:20][C:15]4=[N:14][CH:13]=3)[CH:9]=[CH:8][N:7]=2)[CH:5]=[CH:4][CH:3]=[N:2]1.N1C=C[CH:31]=N1. (2) Given the product [CH3:8][C:7]([S:9][C:10]1[CH:11]=[CH:12][C:13]([C:14]([O:16][CH2:17][C:18]2[N:22]([CH2:23][CH2:24][CH3:25])[N:21]=[C:20]([CH2:26][C:27]3[CH:32]=[CH:31][C:30]([CH3:33])=[CH:29][CH:28]=3)[CH:19]=2)=[O:15])=[CH:34][CH:35]=1)([CH3:36])[C:6]([OH:37])=[O:5], predict the reactants needed to synthesize it. The reactants are: C([O:5][C:6](=[O:37])[C:7]([CH3:36])([S:9][C:10]1[CH:35]=[CH:34][C:13]([C:14]([O:16][CH2:17][C:18]2[N:22]([CH2:23][CH2:24][CH3:25])[N:21]=[C:20]([CH2:26][C:27]3[CH:32]=[CH:31][C:30]([CH3:33])=[CH:29][CH:28]=3)[CH:19]=2)=[O:15])=[CH:12][CH:11]=1)[CH3:8])(C)(C)C.O1CCOCC1. (3) Given the product [CH:18]([C:16]1[O:17][C:13]([N:5]2[C:6]3[C:11](=[CH:10][CH:9]=[CH:8][CH:7]=3)[C:3]([C:1]#[N:2])=[CH:4]2)=[CH:14][CH:15]=1)=[O:19], predict the reactants needed to synthesize it. The reactants are: [C:1]([C:3]1[C:11]2[C:6](=[CH:7][CH:8]=[CH:9][CH:10]=2)[NH:5][CH:4]=1)#[N:2].Br[C:13]1[O:17][C:16]([CH:18]=[O:19])=[CH:15][CH:14]=1.C(=O)([O-])[O-].[Cs+].[Cs+].O. (4) The reactants are: [CH2:1]([C:3]1[O:7][C:6]([C:8]2[CH:9]=[C:10]([C:24]#[N:25])[C:11](=[O:23])[N:12](COCC[Si](C)(C)C)[C:13]=2[CH3:14])=[N:5][CH:4]=1)[CH3:2]. Given the product [CH2:1]([C:3]1[O:7][C:6]([C:8]2[CH:9]=[C:10]([C:24]#[N:25])[C:11](=[O:23])[NH:12][C:13]=2[CH3:14])=[N:5][CH:4]=1)[CH3:2], predict the reactants needed to synthesize it. (5) Given the product [CH2:1]([O:8][C:9]1[C:17]2[N:16]=[C:15]([CH3:18])[N:14]([CH3:19])[C:13]=2[CH:12]=[C:11]([NH:24][C:21](=[O:23])[CH3:22])[CH:10]=1)[C:2]1[CH:7]=[CH:6][CH:5]=[CH:4][CH:3]=1, predict the reactants needed to synthesize it. The reactants are: [CH2:1]([O:8][C:9]1[C:17]2[N:16]=[C:15]([CH3:18])[N:14]([CH3:19])[C:13]=2[CH:12]=[C:11](Br)[CH:10]=1)[C:2]1[CH:7]=[CH:6][CH:5]=[CH:4][CH:3]=1.[C:21]([NH2:24])(=[O:23])[CH3:22].C(=O)([O-])[O-].[Cs+].[Cs+].ClCCl.